Task: Predict which catalyst facilitates the given reaction.. Dataset: Catalyst prediction with 721,799 reactions and 888 catalyst types from USPTO (1) Reactant: [C:1]([O:5][C:6]([N:8]1[CH2:12][CH2:11][CH:10]([C:13]([OH:15])=O)[CH2:9]1)=[O:7])([CH3:4])([CH3:3])[CH3:2].C(N1C=CN=C1)(N1C=CN=C1)=O.Cl.[CH3:29][O:30][NH:31][CH3:32]. Product: [CH3:29][O:30][N:31]([CH3:32])[C:13]([CH:10]1[CH2:11][CH2:12][N:8]([C:6]([O:5][C:1]([CH3:2])([CH3:3])[CH3:4])=[O:7])[CH2:9]1)=[O:15]. The catalyst class is: 2. (2) Reactant: [NH:1]1[CH2:6][CH2:5][CH:4]([N:7]2[C:15]3[C:10](=[N:11][CH:12]=[CH:13][CH:14]=3)[NH:9][C:8]2=[O:16])[CH2:3][CH2:2]1.Cl[C:18]1[N:23]=[CH:22][N:21]=[C:20]([C:24]([C:26]2[CH:27]=[C:28]3[C:32](=[C:33]([CH3:35])[CH:34]=2)[NH:31][C:30](=[O:36])[CH2:29]3)=[O:25])[CH:19]=1.CCN(C(C)C)C(C)C.C(#N)C.O. Product: [CH3:35][C:33]1[CH:34]=[C:26]([C:24]([C:20]2[N:21]=[CH:22][N:23]=[C:18]([N:1]3[CH2:2][CH2:3][CH:4]([N:7]4[C:15]5[C:10](=[N:11][CH:12]=[CH:13][CH:14]=5)[NH:9][C:8]4=[O:16])[CH2:5][CH2:6]3)[CH:19]=2)=[O:25])[CH:27]=[C:28]2[C:32]=1[NH:31][C:30](=[O:36])[CH2:29]2. The catalyst class is: 3. (3) Reactant: [Cl:1][C:2]1[CH:3]=[CH:4][C:5]([N:11]2[CH:15]=[N:14][N:13]=[N:12]2)=[C:6]([CH:10]=1)[C:7](O)=[O:8].[Cl-].[NH4+].Cl.C[N:20](C)CCCN=C=NCC.C1C=NC2N(O)N=NC=2C=1.CCN(C(C)C)C(C)C. Product: [Cl:1][C:2]1[CH:3]=[CH:4][C:5]([N:11]2[CH:15]=[N:14][N:13]=[N:12]2)=[C:6]([CH:10]=1)[C:7]([NH2:20])=[O:8]. The catalyst class is: 18. (4) Reactant: [NH2:1]/[C:2](/[CH:9]1[CH2:14][N:13]([C:15]([O:17][C:18]([CH3:21])([CH3:20])[CH3:19])=[O:16])[CH2:12][CH2:11][N:10]1[C:22]([O:24][C:25]([CH3:28])([CH3:27])[CH3:26])=[O:23])=[CH:3]\[C:4]([O:6][CH2:7][CH3:8])=[O:5].[CH3:29][C:30](=O)[C:31]#[CH:32]. Product: [CH2:7]([O:6][C:4]([C:3]1[C:2]([CH:9]2[CH2:14][N:13]([C:15]([O:17][C:18]([CH3:19])([CH3:20])[CH3:21])=[O:16])[CH2:12][CH2:11][N:10]2[C:22]([O:24][C:25]([CH3:27])([CH3:26])[CH3:28])=[O:23])=[N:1][C:31]([CH3:32])=[CH:30][CH:29]=1)=[O:5])[CH3:8]. The catalyst class is: 8. (5) Reactant: [CH3:1][C:2]1[CH:11]=[CH:10][C:9]([N:12]2[CH2:17][CH2:16][N:15]([CH3:18])[CH2:14][CH2:13]2)=[C:8]2[C:3]=1[CH2:4][CH2:5][C@@H:6]([NH2:19])[CH2:7]2.C(N(CC)CC)C.[C:27]1([S:33](Cl)(=[O:35])=[O:34])[CH:32]=[CH:31][CH:30]=[CH:29][CH:28]=1. Product: [CH3:1][C:2]1[CH:11]=[CH:10][C:9]([N:12]2[CH2:13][CH2:14][N:15]([CH3:18])[CH2:16][CH2:17]2)=[C:8]2[C:3]=1[CH2:4][CH2:5][C@@H:6]([NH:19][S:33]([C:27]1[CH:32]=[CH:31][CH:30]=[CH:29][CH:28]=1)(=[O:35])=[O:34])[CH2:7]2. The catalyst class is: 60. (6) Product: [Br:25][C:26]1[CH:31]=[CH:30][C:29]([CH2:32][N:33]([CH3:34])[C:46](=[O:48])[CH2:45][CH2:44][NH:43][C:41](=[O:42])[O:40][C:36]([CH3:37])([CH3:38])[CH3:39])=[CH:28][C:27]=1[Cl:35]. The catalyst class is: 31. Reactant: F[P-](F)(F)(F)(F)F.N1(OC(N(C)C)=[N+](C)C)C2N=CC=CC=2N=N1.[Br:25][C:26]1[CH:31]=[CH:30][C:29]([CH2:32][NH:33][CH3:34])=[CH:28][C:27]=1[Cl:35].[C:36]([O:40][C:41]([NH:43][CH2:44][CH2:45][C:46]([OH:48])=O)=[O:42])([CH3:39])([CH3:38])[CH3:37].CCN(C(C)C)C(C)C. (7) Reactant: [CH3:1][O:2][C:3]1[CH:4]=[C:5]([Br:10])[CH:6]=[C:7]([CH3:9])[CH:8]=1.[Mn]([O-])(=O)(=O)=[O:12].[K+].[OH2:17]. Product: [Br:10][C:5]1[CH:6]=[C:7]([CH:8]=[C:3]([O:2][CH3:1])[CH:4]=1)[C:9]([OH:12])=[O:17]. The catalyst class is: 17. (8) Reactant: [F:1][C:2]1([F:17])[O:6][C:5]2[CH:7]=[CH:8][C:9]([C:11]3([C:14](Cl)=[O:15])[CH2:13][CH2:12]3)=[CH:10][C:4]=2[O:3]1.C(N(CC)CC)C.[Br:25][C:26]1[N:31]=[C:30]([NH2:32])[CH:29]=[CH:28][C:27]=1[Cl:33]. Product: [Br:25][C:26]1[N:31]=[C:30]([NH:32][C:14]([C:11]2([C:9]3[CH:8]=[CH:7][C:5]4[O:6][C:2]([F:17])([F:1])[O:3][C:4]=4[CH:10]=3)[CH2:13][CH2:12]2)=[O:15])[CH:29]=[CH:28][C:27]=1[Cl:33]. The catalyst class is: 4. (9) Reactant: [CH3:1][O:2][CH2:3][C:4]1([C:30](O)=[O:31])[CH2:8][CH2:7][N:6]([CH2:9][C:10](=[O:29])[N:11]2[CH2:16][CH2:15][N:14]([C:17]3[CH:22]=[CH:21][C:20]([C:23]4[N:28]=[CH:27][CH:26]=[CH:25][N:24]=4)=[CH:19][CH:18]=3)[CH2:13][CH2:12]2)[CH2:5]1.ON1C2C=CC=CC=2N=N1.Cl.CN(C)CCCN=C=NCC.[F:55][C:56]1[CH:61]=[CH:60][C:59]([C:62]2[C:70]3[C:65](=[CH:66][CH:67]=[C:68]([NH2:71])[CH:69]=3)[NH:64][N:63]=2)=[CH:58][CH:57]=1. Product: [F:55][C:56]1[CH:57]=[CH:58][C:59]([C:62]2[C:70]3[C:65](=[CH:66][CH:67]=[C:68]([NH:71][C:30]([C:4]4([CH2:3][O:2][CH3:1])[CH2:8][CH2:7][N:6]([CH2:9][C:10](=[O:29])[N:11]5[CH2:12][CH2:13][N:14]([C:17]6[CH:18]=[CH:19][C:20]([C:23]7[N:28]=[CH:27][CH:26]=[CH:25][N:24]=7)=[CH:21][CH:22]=6)[CH2:15][CH2:16]5)[CH2:5]4)=[O:31])[CH:69]=3)[NH:64][N:63]=2)=[CH:60][CH:61]=1. The catalyst class is: 3.